The task is: Regression. Given a target protein amino acid sequence and a drug SMILES string, predict the binding affinity score between them. We predict pKd (pKd = -log10(Kd in M); higher means stronger binding). Dataset: bindingdb_kd.. This data is from Drug-target binding data from BindingDB using Kd measurements. (1) The compound is CC(C)(C)c1cc(NC(=O)Nc2ccc(-c3cn4c(n3)sc3cc(OCCN5CCOCC5)ccc34)cc2)no1. The target protein (Q96BR1) has sequence MQRDHTMDYKESCPSVSIPSSDEHREKKKRFTVYKVLVSVGRSEWFVFRRYAEFDKLYNTLKKQFPAMALKIPAKRIFGDNFDPDFIKQRRAGLNEFIQNLVRYPELYNHPDVRAFLQMDSPKHQSDPSEDEDERSSQKLHSTSQNINLGPSGNPHAKPTDFDFLKVIGKGSFGKVLLAKRKLDGKFYAVKVLQKKIVLNRKEQKHIMAERNVLLKNVKHPFLVGLHYSFQTTEKLYFVLDFVNGGELFFHLQRERSFPEHRARFYAAEIASALGYLHSIKIVYRDLKPENILLDSVGHVVLTDFGLCKEGIAISDTTTTFCGTPEYLAPEVIRKQPYDNTVDWWCLGAVLYEMLYGLPPFYCRDVAEMYDNILHKPLSLRPGVSLTAWSILEELLEKDRQNRLGAKEDFLEIQNHPFFESLSWADLVQKKIPPPFNPNVAGPDDIRNFDTAFTEETVPYSVCVSSDYSIVNASVLEADDAFVGFSYAPPSEDLFL. The pKd is 5.0. (2) The drug is CO[C@@H]1O[C@H](CO)[C@@H](O[C@@H]2O[C@H](CO)[C@H](O)[C@H](O)[C@H]2O)[C@H](O)[C@H]1O. The target protein sequence is MLAPGSSRVELFKRKNSTVPFEDKAGKVTERVVHSFRLPALVNVDGVMVAIADARYDTSNDNSLIDTVAKYSVDDGETWETQIAIKNSRVSSVSRVVDPTVIVKGNKLYVLVGSYYSSRSYWSSHGDARDWDILLAVGEVTKSIAGGKITASIKWGSPVSLKKFFPAEMEGMHTNQFLGGAGVAIVASNGNLVYPVQVTNKRKQVFSKIFYSEDDGKTWKFGKGRSDFGCSEPVALEWEGKLIINTRVDWKRRLVYESSDMGNTWVEAVGTLSRVWGPSPKSDHPGSQSSFTAVTIEGMRVMLFTHPLNFKGRWLRDRLNLWLTDNQRIYNVGQVSIGDENSAHSSVLYKDDKLYCLHEINTDEVYSLVFARLVGELRIIKSVLRSWKNWDSHLSSICTPADPAASSSESGCGPAVTTVGLVGFLSGNASQNVWEDAYRCVNASTANAERVRNGLKFAGVGGGALWPVSQQGQNQRYRFANHAFTLVASVTIHEAPRAAS.... The pKd is 4.3. (3) The drug is CCN1CCN(Cc2ccc(NC(=O)Nc3ccc(Oc4cc(NC)ncn4)cc3)cc2C(F)(F)F)CC1. The target protein sequence is MRHSKRTYCPDWDDKDWDYGKWRSSSSHKRRKRSHSSAQENKRCKYNHSKMCDSHYLESRSINEKDYHSRRYIDEYRNDYTQGCEPGHRQRDHESRYQNHSSKSSGRSGRSSYKSKHRIHHSTSHRRSHGKSHRRKRTRSVEDDEEGHLICQSGDVLSARYEIVDTLGEGAFGKVVECIDHKAGGRHVAVKIVKNVDRYCEAARSEIQVLEHLNTTDPNSTFRCVQMLEWFEHHGHICIVFELLGLSTYDFIKENGFLPFRLDHIRKMAYQICKSVNFLHSNKLTHTDLKPENILFVQSDYTEAYNPKIKRDERTLINPDIKVVDFGSATYDDEHHSTLVSTRHYRAPEVILALGWSQPCDVWSIGCILIEYYLGFTVFPTHDSKEHLAMMERILGPLPKHMIQKTRKRKYFHHDRLDWDEHSSAGRYVSRACKPLKEFMLSQDVEHERLFDLIQKMLEYDPAKRITLREALKHPFFDLLKKSI. The pKd is 7.0.